Dataset: Catalyst prediction with 721,799 reactions and 888 catalyst types from USPTO. Task: Predict which catalyst facilitates the given reaction. (1) Reactant: [CH3:1][O:2][C:3]([C@@H:5]1[CH2:9][C@@H:8]([OH:10])[CH2:7][N:6]1[C:11]([O:13][C:14]([CH3:17])([CH3:16])[CH3:15])=[O:12])=[O:4].N1C=CC=CC=1.[C:24]1([CH3:34])[CH:29]=[CH:28][C:27]([S:30](Cl)(=[O:32])=[O:31])=[CH:26][CH:25]=1. Product: [CH3:1][O:2][C:3]([C@@H:5]1[CH2:9][C@@H:8]([O:10][S:30]([C:27]2[CH:28]=[CH:29][C:24]([CH3:34])=[CH:25][CH:26]=2)(=[O:32])=[O:31])[CH2:7][N:6]1[C:11]([O:13][C:14]([CH3:17])([CH3:16])[CH3:15])=[O:12])=[O:4]. The catalyst class is: 2. (2) Reactant: [CH:1]([C:3]1[CH:26]=[CH:25][C:6]([O:7][C:8]2[CH:13]=[CH:12][C:11]([NH:14][C:15](=[O:24])[C:16]3[CH:21]=[CH:20][C:19]([Cl:22])=[C:18]([Cl:23])[CH:17]=3)=[CH:10][N:9]=2)=[CH:5][CH:4]=1)=O.Cl.[CH2:28]([O:30][C:31](=[O:34])[CH2:32][NH2:33])[CH3:29].C([O-])(=O)C.[Na+].C([BH3-])#N.[Na+].Cl. Product: [Cl:23][C:18]1[CH:17]=[C:16]([CH:21]=[CH:20][C:19]=1[Cl:22])[C:15]([NH:14][C:11]1[CH:12]=[CH:13][C:8]([O:7][C:6]2[CH:25]=[CH:26][C:3]([CH2:1][NH:33][CH2:32][C:31]([O:30][CH2:28][CH3:29])=[O:34])=[CH:4][CH:5]=2)=[N:9][CH:10]=1)=[O:24]. The catalyst class is: 5.